Predict which catalyst facilitates the given reaction. From a dataset of Catalyst prediction with 721,799 reactions and 888 catalyst types from USPTO. (1) Reactant: O.C1(C)C=CC(S(O)(=O)=O)=CC=1.O.[C:14]([C:18]1[CH:23]=[C:22]([O:24][CH3:25])[N:21]=[C:20]([O:26][CH3:27])[C:19]=1[NH:28]C(=O)OC(C)(C)C)([O:16][CH3:17])=[O:15].C([O-])(O)=O.[Na+]. Product: [NH2:28][C:19]1[C:20]([O:26][CH3:27])=[N:21][C:22]([O:24][CH3:25])=[CH:23][C:18]=1[C:14]([O:16][CH3:17])=[O:15]. The catalyst class is: 11. (2) Reactant: [F:1][C:2]([F:11])([C:7]([F:10])([F:9])[F:8])[CH2:3][CH2:4][CH2:5][OH:6].[C:12]1([CH3:22])[CH:17]=[CH:16][C:15]([S:18](Cl)(=[O:20])=[O:19])=[CH:14][CH:13]=1.C(N(CC)CC)C.O. Product: [CH3:22][C:12]1[CH:17]=[CH:16][C:15]([S:18]([O:6][CH2:5][CH2:4][CH2:3][C:2]([F:11])([F:1])[C:7]([F:8])([F:9])[F:10])(=[O:20])=[O:19])=[CH:14][CH:13]=1. The catalyst class is: 2.